Dataset: Forward reaction prediction with 1.9M reactions from USPTO patents (1976-2016). Task: Predict the product of the given reaction. (1) Given the reactants [CH3:1][C:2]1[C:6]([C:7]2[O:8][C:9]3[C:10](=[C:12]([C:16]([OH:18])=O)[CH:13]=[CH:14][CH:15]=3)[N:11]=2)=[C:5]([CH3:19])[O:4][N:3]=1.Cl.C(N=C=NCCCN(C)C)C.ON1C2C=CC=CC=2N=N1.Cl.Cl.[NH2:44][C@H:45]1[CH:50]2[CH2:51][CH2:52][N:47]([CH2:48][CH2:49]2)[CH2:46]1.C(N(CC)CC)C, predict the reaction product. The product is: [N:47]12[CH2:52][CH2:51][CH:50]([CH2:49][CH2:48]1)[C@H:45]([NH:44][C:16]([C:12]1[CH:13]=[CH:14][CH:15]=[C:9]3[O:8][C:7]([C:6]4[C:2]([CH3:1])=[N:3][O:4][C:5]=4[CH3:19])=[N:11][C:10]=13)=[O:18])[CH2:46]2. (2) Given the reactants [NH2:1][CH2:2][C:3]([CH3:6])([OH:5])[CH3:4].[Br:7][C:8]1[N:9]=[C:10]([C:15]2[O:19][N:18]=[C:17]([C:20]3[CH:25]=[CH:24][C:23]([CH2:26]Cl)=[CH:22][CH:21]=3)[CH:16]=2)[C:11]([NH2:14])=[N:12][CH:13]=1.CCN(C(C)C)C(C)C, predict the reaction product. The product is: [NH2:14][C:11]1[C:10]([C:15]2[O:19][N:18]=[C:17]([C:20]3[CH:25]=[CH:24][C:23]([CH2:26][NH:1][CH2:2][C:3]([CH3:6])([OH:5])[CH3:4])=[CH:22][CH:21]=3)[CH:16]=2)=[N:9][C:8]([Br:7])=[CH:13][N:12]=1. (3) Given the reactants [OH:1][C:2]1[CH:10]=[C:9]([CH3:11])[C:5]([C:6]([OH:8])=[O:7])=[C:4]([CH3:12])[CH:3]=1.Br[CH2:14][CH:15]1[CH2:17][CH2:16]1, predict the reaction product. The product is: [CH:17]1([CH2:16][O:1][C:2]2[CH:10]=[C:9]([CH3:11])[C:5]([C:6]([O:8][CH2:14][CH:15]3[CH2:17][CH2:16]3)=[O:7])=[C:4]([CH3:12])[CH:3]=2)[CH2:15][CH2:14]1. (4) The product is: [C:18]([C:10]1[C:11]2[C:12](=[N:13][C:14]([CH3:22])=[CH:15][N:16]=2)[N:8]([CH2:7][CH2:6][CH2:5][NH:4][C:3](=[O:21])[O:2][CH3:1])[CH:9]=1)(=[O:20])[CH3:19]. Given the reactants [CH3:1][O:2][C:3](=[O:21])[NH:4][CH2:5][CH2:6][CH2:7][N:8]1[C:12]2=[N:13][C:14](Cl)=[CH:15][N:16]=[C:11]2[C:10]([C:18](=[O:20])[CH3:19])=[CH:9]1.[CH3:22]B1OB(C)OB(C)O1.C1(P(C2CCCCC2)C2C=CC=CC=2C2C(C(C)C)=CC(C(C)C)=CC=2C(C)C)CCCCC1.O, predict the reaction product. (5) Given the reactants Cl[C:2]1[CH:3]=[C:4]([NH:10][C:11]2[CH:16]=[CH:15][C:14]([N:17]3[CH2:22][CH2:21][N:20]([CH:23]([CH3:25])[CH3:24])[CH2:19][CH2:18]3)=[CH:13][N:12]=2)[C:5](=[O:9])[N:6]([CH3:8])[N:7]=1.[C:26]([O:29][CH2:30][C:31]1[C:36](B2OC(C)(C)C(C)(C)O2)=[CH:35][CH:34]=[CH:33][C:32]=1[N:46]1[N:55]=[CH:54][C:53]2[C:48](=[C:49]([F:60])[CH:50]=[C:51]([C:56]([CH3:59])([CH3:58])[CH3:57])[CH:52]=2)[C:47]1=[O:61])(=[O:28])[CH3:27].[O-]P([O-])([O-])=O.[K+].[K+].[K+].CC(C1C=C(C(C)C)C(C2C=CC=CC=2P(C2CCCCC2)C2CCCCC2)=C(C(C)C)C=1)C, predict the reaction product. The product is: [C:26]([O:29][CH2:30][C:31]1[C:36]([C:2]2[CH:3]=[C:4]([NH:10][C:11]3[CH:16]=[CH:15][C:14]([N:17]4[CH2:22][CH2:21][N:20]([CH:23]([CH3:25])[CH3:24])[CH2:19][CH2:18]4)=[CH:13][N:12]=3)[C:5](=[O:9])[N:6]([CH3:8])[N:7]=2)=[CH:35][CH:34]=[CH:33][C:32]=1[N:46]1[N:55]=[CH:54][C:53]2[C:48](=[C:49]([F:60])[CH:50]=[C:51]([C:56]([CH3:58])([CH3:57])[CH3:59])[CH:52]=2)[C:47]1=[O:61])(=[O:28])[CH3:27]. (6) Given the reactants [Cl:1][C:2]1[C:3]([NH:13][C:14]2[CH:19]=[N:18][CH:17]=[C:16]([C:20]3[CH:25]=[CH:24][C:23]([OH:26])=[CH:22][CH:21]=3)[N:15]=2)=[CH:4][C:5]([O:11][CH3:12])=[C:6]([CH:10]=1)[C:7]([OH:9])=O.[CH3:27][N:28]([CH3:37])[CH2:29][CH2:30][N:31]1[CH2:36][CH2:35][NH:34][CH2:33][CH2:32]1.C(N(CC)CC)C.CN(C(ON1N=NC2C=CC=CC1=2)=[N+](C)C)C.[B-](F)(F)(F)F, predict the reaction product. The product is: [Cl:1][C:2]1[CH:10]=[C:6]([C:7]([N:34]2[CH2:35][CH2:36][N:31]([CH2:30][CH2:29][N:28]([CH3:37])[CH3:27])[CH2:32][CH2:33]2)=[O:9])[C:5]([O:11][CH3:12])=[CH:4][C:3]=1[NH:13][C:14]1[N:15]=[C:16]([C:20]2[CH:21]=[CH:22][C:23]([OH:26])=[CH:24][CH:25]=2)[CH:17]=[N:18][CH:19]=1. (7) Given the reactants Br[CH2:2][C:3]1[N:4]=[CH:5][S:6][C:7]=1[CH2:8]Br.[C:10]([NH2:14])([CH3:13])([CH3:12])[CH3:11], predict the reaction product. The product is: [C:10]([N:14]1[CH2:8][C:7]2[S:6][CH:5]=[N:4][C:3]=2[CH2:2]1)([CH3:13])([CH3:12])[CH3:11]. (8) Given the reactants [Cl:1][C:2]1[CH:3]=[C:4](B(O)O)[CH:5]=[N:6][CH:7]=1.FC(F)(F)S(O[C:17]1[C@@:21]2([CH3:37])[CH2:22][CH2:23][C@H:24]3[C@H:33]([C@@H:20]2[CH2:19][CH:18]=1)[CH2:32][CH:31]=[C:30]1[C@:25]3([CH3:36])[CH2:26][CH2:27][C:28](=[O:35])[N:29]1[CH3:34])(=O)=O, predict the reaction product. The product is: [Cl:1][C:2]1[CH:3]=[C:4]([C:17]2[C@@:21]3([CH3:37])[CH2:22][CH2:23][C@H:24]4[C@H:33]([C@@H:20]3[CH2:19][CH:18]=2)[CH2:32][CH:31]=[C:30]2[C@:25]4([CH3:36])[CH2:26][CH2:27][C:28](=[O:35])[N:29]2[CH3:34])[CH:5]=[N:6][CH:7]=1.